From a dataset of Reaction yield outcomes from USPTO patents with 853,638 reactions. Predict the reaction yield, written as a fraction of the theoretical maximum amount of product (1.0 means a 100% yield; for example, 0.34 means a 34% yield). (1) The reactants are [Cl:1][C:2]1[N:3]=[CH:4][C:5]2[CH2:6][CH2:7][CH2:8][C:9]3([C:15](=[O:16])[N:14]([CH3:17])[C:13](=O)[NH:12]3)[C:10]=2[CH:11]=1.COC1C=CC(P2(SP(C3C=CC(OC)=CC=3)(=S)S2)=[S:28])=CC=1.O. The catalyst is CCOC(C)=O. The product is [Cl:1][C:2]1[N:3]=[CH:4][C:5]2[CH2:6][CH2:7][CH2:8][C:9]3([C:15](=[O:16])[N:14]([CH3:17])[C:13](=[S:28])[NH:12]3)[C:10]=2[CH:11]=1. The yield is 1.12. (2) The reactants are [NH2:1][CH:2]([C:7]1[CH:12]=[CH:11][CH:10]=[C:9]([Cl:13])[CH:8]=1)[C:3](OC)=[O:4].[NH3:14]. No catalyst specified. The product is [NH2:1][CH:2]([C:7]1[CH:12]=[CH:11][CH:10]=[C:9]([Cl:13])[CH:8]=1)[C:3]([NH2:14])=[O:4]. The yield is 0.310. (3) The reactants are [N+:1]([C:4]1[CH:5]=[C:6]([CH:18]=[CH:19][CH:20]=1)[O:7][C:8]1[CH:13]=[CH:12][N:11]2[N:14]=[C:15]([NH2:17])[N:16]=[C:10]2[CH:9]=1)([O-:3])=[O:2].[CH:21]1([C:24](Cl)=[O:25])[CH2:23][CH2:22]1. The product is [N+:1]([C:4]1[CH:5]=[C:6]([CH:18]=[CH:19][CH:20]=1)[O:7][C:8]1[CH:13]=[CH:12][N:11]2[N:14]=[C:15]([NH:17][C:24]([CH:21]3[CH2:23][CH2:22]3)=[O:25])[N:16]=[C:10]2[CH:9]=1)([O-:3])=[O:2]. The yield is 0.960. The catalyst is CN(C)C(=O)C. (4) The reactants are [N:1]([CH2:4][C:5]1[CH:10]=[C:9]([C:11]([CH3:13])=[CH2:12])[CH:8]=[C:7]([O:14][CH2:15][C:16]2[CH:21]=[CH:20][CH:19]=[CH:18][CH:17]=2)[CH:6]=1)=[N+]=[N-].[O:22](C(OC(C)(C)C)=O)[C:23]([O:25][C:26]([CH3:29])([CH3:28])[CH3:27])=O. The catalyst is CCOC(C)=O.[Pd]. The product is [CH2:15]([O:14][C:7]1[CH:6]=[C:5]([CH:10]=[C:9]([CH:11]([CH3:13])[CH3:12])[CH:8]=1)[CH2:4][NH:1][C:23](=[O:22])[O:25][C:26]([CH3:29])([CH3:28])[CH3:27])[C:16]1[CH:21]=[CH:20][CH:19]=[CH:18][CH:17]=1. The yield is 0.620. (5) The reactants are [CH2:1]([C:3]([C:7]1[CH:16]=[C:15]2[C:10]([CH:11]=[CH:12][C:13](OS(C(F)(F)F)(=O)=O)=[CH:14]2)=[CH:9][CH:8]=1)([OH:6])[CH2:4][CH3:5])[CH3:2].CCN(CC)CC.[C]=[O:33].C[CH2:35][O:36][CH2:37]C. The catalyst is CO.CS(C)=O.CC([O-])=O.CC([O-])=O.[Pd+2].C1(P([C-]2C=CC=C2)C2C=CC=CC=2)C=CC=CC=1.[C-]1(P(C2C=CC=CC=2)C2C=CC=CC=2)C=CC=C1.[Fe+2]. The product is [CH3:35][O:36][C:37]([C:13]1[CH:12]=[CH:11][C:10]2[C:15](=[CH:16][C:7]([C:3]([CH2:4][CH3:5])([OH:6])[CH2:1][CH3:2])=[CH:8][CH:9]=2)[CH:14]=1)=[O:33]. The yield is 0.940. (6) The reactants are [OH:1][C:2]1[CH:7]=[CH:6][C:5]([C:8](=[C:18]2[CH2:23][C:22]([CH3:25])([CH3:24])[CH2:21][C:20]([CH3:27])([CH3:26])[CH2:19]2)[C:9]2[CH:17]=[CH:16][C:12]([C:13](O)=[O:14])=[CH:11][CH:10]=2)=[CH:4][CH:3]=1.CC[N:30](CC)CC.ClC(OCC)=O.[NH4+].[OH-].[NH4+].[Cl-]. The catalyst is C1COCC1. The product is [OH:1][C:2]1[CH:7]=[CH:6][C:5]([C:8](=[C:18]2[CH2:23][C:22]([CH3:25])([CH3:24])[CH2:21][C:20]([CH3:27])([CH3:26])[CH2:19]2)[C:9]2[CH:17]=[CH:16][C:12]([C:13]([NH2:30])=[O:14])=[CH:11][CH:10]=2)=[CH:4][CH:3]=1. The yield is 0.350. (7) The reactants are [S:1]1[C:5]2=[N:6][CH:7]=[CH:8][N:4]2[C:3]([NH:9][CH2:10][CH2:11][CH2:12][CH2:13][CH2:14][CH2:15][NH2:16])=[N:2]1.[C:17]1([S:27](Cl)(=[O:29])=[O:28])[C:26]2[C:21](=[CH:22][CH:23]=[CH:24][CH:25]=2)[CH:20]=[CH:19][CH:18]=1. The catalyst is N1C=CC=CC=1. The product is [S:1]1[C:5]2=[N:6][CH:7]=[CH:8][N:4]2[C:3]([NH:9][CH2:10][CH2:11][CH2:12][CH2:13][CH2:14][CH2:15][NH:16][S:27]([C:17]2[C:26]3[C:21](=[CH:22][CH:23]=[CH:24][CH:25]=3)[CH:20]=[CH:19][CH:18]=2)(=[O:29])=[O:28])=[N:2]1. The yield is 0.267. (8) The reactants are C([NH:8][C:9]1[C:10]([CH3:27])=[C:11]([CH3:26])[C:12]2[O:16][CH2:15][CH:14]([C:17]3[CH:22]=[CH:21][C:20]([CH3:23])=[CH:19][N:18]=3)[C:13]=2[C:24]=1[CH3:25])C1C=CC=CC=1. The catalyst is C(OCC)(=O)C.CCCCCC. The product is [CH3:25][C:24]1[C:13]2[CH:14]([C:17]3[CH:22]=[CH:21][C:20]([CH3:23])=[CH:19][N:18]=3)[CH2:15][O:16][C:12]=2[C:11]([CH3:26])=[C:10]([CH3:27])[C:9]=1[NH2:8]. The yield is 0.850. (9) The reactants are C([SiH](CC)CC)C.FC(F)(F)C(O)=O.[CH3:15][O:16][C:17]([C:19]1[S:20][C:21]([CH:24]([C:26]2[N:27]([S:40]([C:43]3[CH:48]=[CH:47][CH:46]=[C:45]([C:49]([CH3:52])([CH3:51])[CH3:50])[CH:44]=3)(=[O:42])=[O:41])[C:28]3[C:33]([C:34]=2[CH3:35])=[CH:32][C:31]([C:36]([F:39])([F:38])[F:37])=[CH:30][CH:29]=3)O)=[CH:22][CH:23]=1)=[O:18]. The catalyst is ClCCl. The product is [CH3:15][O:16][C:17]([C:19]1[S:20][C:21]([CH2:24][C:26]2[N:27]([S:40]([C:43]3[CH:48]=[CH:47][CH:46]=[C:45]([C:49]([CH3:52])([CH3:51])[CH3:50])[CH:44]=3)(=[O:41])=[O:42])[C:28]3[C:33]([C:34]=2[CH3:35])=[CH:32][C:31]([C:36]([F:38])([F:39])[F:37])=[CH:30][CH:29]=3)=[CH:22][CH:23]=1)=[O:18]. The yield is 0.490.